This data is from Reaction yield outcomes from USPTO patents with 853,638 reactions. The task is: Predict the reaction yield, written as a fraction of the theoretical maximum amount of product (1.0 means a 100% yield; for example, 0.34 means a 34% yield). (1) The reactants are [CH2:1]([CH2:8][C:9](=[O:11])[CH3:10])[C:2]1[CH:7]=[CH:6][CH:5]=[CH:4][CH:3]=1.[CH2:12]([O:14][C:15](=[O:21])[C:16](OCC)=[O:17])[CH3:13].CC[O-].[Na+]. No catalyst specified. The product is [CH2:12]([O:14][C:15](=[O:21])[C:16](=[O:17])[CH2:10][C:9](=[O:11])[CH2:8][CH2:1][C:2]1[CH:7]=[CH:6][CH:5]=[CH:4][CH:3]=1)[CH3:13]. The yield is 0.439. (2) The reactants are [Cl:1][C:2]1[CH:31]=[CH:30][CH:29]=[C:28]([CH3:32])[C:3]=1[CH2:4][N:5]1[C:13]2[C:8](=[C:9]([F:14])[CH:10]=[CH:11][CH:12]=2)[C:7]([C:15]2[C:24]([F:25])=[CH:23][C:18]([C:19]([O:21]C)=[O:20])=[C:17]([O:26]C)[CH:16]=2)=[N:6]1.B(Br)(Br)Br. The catalyst is C(Cl)Cl. The product is [Cl:1][C:2]1[CH:31]=[CH:30][CH:29]=[C:28]([CH3:32])[C:3]=1[CH2:4][N:5]1[C:13]2[C:8](=[C:9]([F:14])[CH:10]=[CH:11][CH:12]=2)[C:7]([C:15]2[C:24]([F:25])=[CH:23][C:18]([C:19]([OH:21])=[O:20])=[C:17]([OH:26])[CH:16]=2)=[N:6]1. The yield is 0.330.